From a dataset of Full USPTO retrosynthesis dataset with 1.9M reactions from patents (1976-2016). Predict the reactants needed to synthesize the given product. (1) The reactants are: [SH:1][CH:2]1CCCC[CH2:3]1.[OH-].[Na+].[Cl:10][C:11]1[N:18]=[CH:17][CH:16]=[C:15](Cl)[C:12]=1[C:13]#[N:14]. Given the product [Cl:10][C:11]1[N:18]=[CH:17][CH:16]=[C:15]([S:1][CH2:2][CH3:3])[C:12]=1[C:13]#[N:14], predict the reactants needed to synthesize it. (2) Given the product [N:35]1[N:19]2[CH:20]=[CH:21][N:22]=[CH:17][C:18]2=[C:37]([C:38]#[N:39])[CH:36]=1, predict the reactants needed to synthesize it. The reactants are: C(O)(C(F)(F)F)=O.O=C1NC[C@H]([C@H](O[C:17]2[C:18]3[N:19]([N:35]=[CH:36][C:37]=3[C:38]#[N:39])[CH:20]=[C:21](C3C=CC(N4CCNCC4)=CC=3)[N:22]=2)C)C1.CCN(C(C)C)C(C)C.O1CC(=O)C1.C(O[BH-](OC(=O)C)OC(=O)C)(=O)C.[Na+]. (3) Given the product [OH:1][CH2:2][C:3]1[N:7]([CH2:8][CH2:9][CH2:10][C:11]([F:12])([F:14])[F:13])[C:6]2[CH:15]=[CH:16][C:17]([CH2:19][NH:20][C:26](=[O:27])[O:25][C:21]([CH3:24])([CH3:23])[CH3:22])=[CH:18][C:5]=2[N:4]=1, predict the reactants needed to synthesize it. The reactants are: [OH:1][CH2:2][C:3]1[N:7]([CH2:8][CH2:9][CH2:10][C:11]([F:14])([F:13])[F:12])[C:6]2[CH:15]=[CH:16][C:17]([C:19]#[N:20])=[CH:18][C:5]=2[N:4]=1.[C:21]([O:25][C:26](O[C:26]([O:25][C:21]([CH3:24])([CH3:23])[CH3:22])=[O:27])=[O:27])([CH3:24])([CH3:23])[CH3:22].S(S([O-])=O)([O-])(=O)=O.[Na+].[Na+]. (4) Given the product [F:18][C:17]([F:19])([F:20])[C:16]([NH:15][C:12]1[CH:13]=[CH:14][C:9]([CH2:8][N:3]2[CH:4]=[CH:5][N:6]=[C:2]2[CH3:1])=[C:10]([C:22]([F:24])([F:23])[F:25])[CH:11]=1)=[O:21], predict the reactants needed to synthesize it. The reactants are: [CH3:1][C:2]1[NH:3][CH:4]=[CH:5][N:6]=1.Br[CH2:8][C:9]1[CH:14]=[CH:13][C:12]([NH:15][C:16](=[O:21])[C:17]([F:20])([F:19])[F:18])=[CH:11][C:10]=1[C:22]([F:25])([F:24])[F:23].